Dataset: Forward reaction prediction with 1.9M reactions from USPTO patents (1976-2016). Task: Predict the product of the given reaction. (1) The product is: [OH:39][C@H:12]([C:10]1[CH:9]=[CH:8][C:6]([OH:7])=[C:5]([CH2:4][OH:3])[CH:11]=1)[CH2:13][NH:14][CH2:15][CH2:16][CH2:17][CH2:18][CH2:19][CH2:20][O:21][CH2:22][CH2:23][CH2:24][CH2:25][C:26]1[CH:27]=[C:28](/[CH:32]=[CH:33]/[S:34]([NH:37][CH3:38])(=[O:35])=[O:36])[CH:29]=[CH:30][CH:31]=1. Given the reactants CC1(C)[O:7][C:6]2[CH:8]=[CH:9][C:10]([C@@H:12]([OH:39])[CH2:13][NH:14][CH2:15][CH2:16][CH2:17][CH2:18][CH2:19][CH2:20][O:21][CH2:22][CH2:23][CH2:24][CH2:25][C:26]3[CH:27]=[C:28](/[CH:32]=[CH:33]/[S:34]([NH:37][CH3:38])(=[O:36])=[O:35])[CH:29]=[CH:30][CH:31]=3)=[CH:11][C:5]=2[CH2:4][O:3]1, predict the reaction product. (2) Given the reactants C([O:4][CH:5]1[CH2:10][CH2:9][CH:8]([NH:11][C:12]([O:14][C:15]([CH3:18])([CH3:17])[CH3:16])=[O:13])[CH2:7][CH2:6]1)(=O)C.C(=O)([O-])[O-].[K+].[K+], predict the reaction product. The product is: [OH:4][CH:5]1[CH2:10][CH2:9][CH:8]([NH:11][C:12](=[O:13])[O:14][C:15]([CH3:17])([CH3:16])[CH3:18])[CH2:7][CH2:6]1. (3) Given the reactants [C:1]([O:5][C:6]([N:8]1[CH2:12][C:11]([CH3:14])([CH3:13])[CH2:10][C@@H:9]1[C:15]([OH:17])=O)=[O:7])([CH3:4])([CH3:3])[CH3:2].Cl.[NH2:19][C:20]1([C:23]2[CH:32]=[CH:31][C:26]([C:27]([O:29][CH3:30])=[O:28])=[CH:25][CH:24]=2)[CH2:22][CH2:21]1.CN(C(ON1N=NC2C=CC(=CC1=2)Cl)=[N+](C)C)C.F[P-](F)(F)(F)(F)F, predict the reaction product. The product is: [CH3:30][O:29][C:27]([C:26]1[CH:31]=[CH:32][C:23]([C:20]2([NH:19][C:15]([C@H:9]3[CH2:10][C:11]([CH3:13])([CH3:14])[CH2:12][N:8]3[C:6]([O:5][C:1]([CH3:2])([CH3:3])[CH3:4])=[O:7])=[O:17])[CH2:21][CH2:22]2)=[CH:24][CH:25]=1)=[O:28].